Dataset: Reaction yield outcomes from USPTO patents with 853,638 reactions. Task: Predict the reaction yield, written as a fraction of the theoretical maximum amount of product (1.0 means a 100% yield; for example, 0.34 means a 34% yield). (1) The reactants are [C:1]([C:3]1[CH:4]=[C:5]([CH:10]=[C:11]([O:13][CH:14]([CH3:16])[CH3:15])[CH:12]=1)[C:6]([O:8]C)=[O:7])#[N:2].[OH-].[Na+]. The catalyst is CCO.Cl. The product is [C:1]([C:3]1[CH:4]=[C:5]([CH:10]=[C:11]([O:13][CH:14]([CH3:16])[CH3:15])[CH:12]=1)[C:6]([OH:8])=[O:7])#[N:2]. The yield is 0.830. (2) The reactants are [ClH:1].C(N(CC)CCNC(C1C=CC2C(=CC=C(I)C=2)C=1)=O)C.[CH2:23]([N:25]([CH2:47][CH3:48])[CH2:26][CH2:27][NH:28][C:29]([C:31]1[C:44]2[NH:43][C:42]3[C:37](=[CH:38][CH:39]=[CH:40][C:41]=3[I:45])[C:36](=[O:46])[C:35]=2[CH:34]=[CH:33][CH:32]=1)=[O:30])[CH3:24].[K+].[Br-]. No catalyst specified. The product is [ClH:1].[CH2:47]([N:25]([CH2:23][CH3:24])[CH2:26][CH2:27][NH:28][C:29]([C:31]1[C:44]2[NH:43][C:42]3[C:37](=[CH:38][CH:39]=[CH:40][C:41]=3[I:45])[C:36](=[O:46])[C:35]=2[CH:34]=[CH:33][CH:32]=1)=[O:30])[CH3:48]. The yield is 0.820. (3) The reactants are [CH3:1][O:2][C:3]1[CH:8]=[CH:7][C:6]([N:9]2[C:13]([C:14]3[CH:19]=[CH:18][C:17]([CH3:20])=[CH:16][CH:15]=3)=[CH:12][C:11]([C:21]3([OH:31])[CH2:30][CH2:29][C:24]4(OCC[O:25]4)[CH2:23][CH2:22]3)=[N:10]2)=[CH:5][CH:4]=1.[OH-].[Na+]. The catalyst is O1CCCC1.Cl. The product is [OH:31][C:21]1([C:11]2[CH:12]=[C:13]([C:14]3[CH:19]=[CH:18][C:17]([CH3:20])=[CH:16][CH:15]=3)[N:9]([C:6]3[CH:5]=[CH:4][C:3]([O:2][CH3:1])=[CH:8][CH:7]=3)[N:10]=2)[CH2:22][CH2:23][C:24](=[O:25])[CH2:29][CH2:30]1. The yield is 0.800.